Dataset: Forward reaction prediction with 1.9M reactions from USPTO patents (1976-2016). Task: Predict the product of the given reaction. (1) Given the reactants [CH3:1][O:2][C:3]1[CH:4]=[C:5]([C:9]2[NH:15][C:14](=[O:16])[C:13]3[CH:17]=[CH:18][CH:19]=[CH:20][C:12]=3[O:11][CH:10]=2)[CH:6]=[CH:7][CH:8]=1.[H-].[Na+].Cl.O, predict the reaction product. The product is: [OH:11][C:10]1[C:17]2[C:13](=[CH:12][CH:20]=[CH:19][CH:18]=2)[C:14](=[O:16])[NH:15][C:9]=1[C:5]1[CH:6]=[CH:7][CH:8]=[C:3]([O:2][CH3:1])[CH:4]=1. (2) Given the reactants [CH3:1][C:2]([CH3:12])([CH2:5][C:6]1[CH:11]=[CH:10][CH:9]=[CH:8][CH:7]=1)[CH2:3][OH:4].[H-].[Na+].Cl[S:16]([N:19]=C=O)(=[O:18])=[O:17].C(O)=O, predict the reaction product. The product is: [S:16](=[O:18])(=[O:17])([O:4][CH2:3][C:2]([CH3:12])([CH3:1])[CH2:5][C:6]1[CH:11]=[CH:10][CH:9]=[CH:8][CH:7]=1)[NH2:19]. (3) Given the reactants [O:1]1[CH2:3][CH:2]1[C:4]1[CH:9]=[CH:8][C:7]([C:10]2[N:14]=[C:13]([C:15]3[O:19][N:18]=[C:17]([C:20]4[CH:25]=[CH:24][CH:23]=[CH:22][CH:21]=4)[C:16]=3[C:26]([F:29])([F:28])[F:27])[O:12][N:11]=2)=[CH:6][CH:5]=1.[OH:30][CH:31]1[CH2:36][NH:35][CH2:34][CH:33]([C:37]([OH:39])=[O:38])[CH2:32]1.C(=O)([O-])[O-].[Cs+].[Cs+], predict the reaction product. The product is: [OH:30][CH:31]1[CH2:36][N:35]([CH2:3][CH:2]([OH:1])[C:4]2[CH:5]=[CH:6][C:7]([C:10]3[N:14]=[C:13]([C:15]4[O:19][N:18]=[C:17]([C:20]5[CH:25]=[CH:24][CH:23]=[CH:22][CH:21]=5)[C:16]=4[C:26]([F:27])([F:28])[F:29])[O:12][N:11]=3)=[CH:8][CH:9]=2)[CH2:34][CH:33]([C:37]([OH:39])=[O:38])[CH2:32]1. (4) Given the reactants [NH2:1][C:2]1[CH:3]=[C:4]([CH:8]=[CH:9][CH:10]=1)[C:5]([OH:7])=[O:6].[OH-].[Na+].[O:13](C(OC(C)(C)C)=O)[C:14]([O:16][C:17]([CH3:20])([CH3:19])[CH3:18])=O.C(OCC)(=O)C, predict the reaction product. The product is: [C:17]([O:16][C:14]([NH:1][C:2]1[CH:3]=[C:4]([CH:8]=[CH:9][CH:10]=1)[C:5]([OH:7])=[O:6])=[O:13])([CH3:20])([CH3:19])[CH3:18]. (5) Given the reactants C(OP([CH2:9][C:10]1[CH:15]=[CH:14][CH:13]=[C:12]([CH:16]([O:20]CC)OCC)[CH:11]=1)(=O)OCC)C.[C:23]([C:25]1[CH:32]=[CH:31][C:28]([CH:29]=O)=[CH:27][CH:26]=1)#[N:24].[H-].[Na+].Cl, predict the reaction product. The product is: [CH:16]([C:12]1[CH:11]=[C:10](/[CH:9]=[CH:29]/[C:28]2[CH:31]=[CH:32][C:25]([C:23]#[N:24])=[CH:26][CH:27]=2)[CH:15]=[CH:14][CH:13]=1)=[O:20].